The task is: Predict the product of the given reaction.. This data is from Forward reaction prediction with 1.9M reactions from USPTO patents (1976-2016). (1) Given the reactants [CH2:1]([O:3][C:4]1[CH:5]=[C:6]([NH:11][C:12]2[CH:13]=[N:14][CH:15]=[CH:16][CH:17]=2)[C:7]([NH2:10])=[CH:8][CH:9]=1)[CH3:2].[N:18]([C:21]1[S:22][C:23]([C:26]([F:29])([F:28])[F:27])=[N:24][N:25]=1)=[C:19]=[O:20], predict the reaction product. The product is: [CH2:1]([O:3][C:4]1[CH:9]=[CH:8][C:7]([NH:10][C:19]([NH:18][C:21]2[S:22][C:23]([C:26]([F:28])([F:27])[F:29])=[N:24][N:25]=2)=[O:20])=[C:6]([NH:11][C:12]2[CH:13]=[N:14][CH:15]=[CH:16][CH:17]=2)[CH:5]=1)[CH3:2]. (2) Given the reactants [CH3:1][O:2][C:3]1[CH:8]=[C:7]([CH2:9][C@H:10]([NH:12][C:13](=[O:18])[C:14]([F:17])([F:16])[F:15])[CH3:11])[C:6]([O:19][CH3:20])=[CH:5][C:4]=1[CH2:21][CH2:22][S:23]C(=O)C.[H-].[H-].[H-].[H-].[Li+].[Al+3].O, predict the reaction product. The product is: [F:15][C:14]([F:16])([F:17])[C:13]([NH:12][C@H:10]([CH3:11])[CH2:9][C:7]1[CH:8]=[C:3]([O:2][CH3:1])[C:4]([CH2:21][CH2:22][SH:23])=[CH:5][C:6]=1[O:19][CH3:20])=[O:18].